Dataset: Reaction yield outcomes from USPTO patents with 853,638 reactions. Task: Predict the reaction yield, written as a fraction of the theoretical maximum amount of product (1.0 means a 100% yield; for example, 0.34 means a 34% yield). (1) The reactants are [OH:1][C:2]1([C:12]2[CH:20]=[CH:19][C:15]([C:16](O)=[O:17])=[CH:14][CH:13]=2)[CH2:11][CH2:10][C:5]2([O:9][CH2:8][CH2:7][O:6]2)[CH2:4][CH2:3]1.CN.[CH3:23][N:24]([P+](ON1N=NC2C=CC=CC1=2)(N(C)C)N(C)C)C.F[P-](F)(F)(F)(F)F.C(N(CC)CC)C. The catalyst is CN(C=O)C.C(OCC)(=O)C.CCCCCC. The product is [OH:1][C:2]1([C:12]2[CH:20]=[CH:19][C:15]([C:16]([NH:24][CH3:23])=[O:17])=[CH:14][CH:13]=2)[CH2:11][CH2:10][C:5]2([O:9][CH2:8][CH2:7][O:6]2)[CH2:4][CH2:3]1. The yield is 0.700. (2) The product is [ClH:52].[NH2:44][C@H:10]([CH2:9][O:8][CH2:1][C:2]1[CH:7]=[CH:6][CH:5]=[CH:4][CH:3]=1)[CH2:11][O:12][C:13]1[C:17]([CH3:18])=[C:16]([NH:19][C:20]([NH:22][CH2:23][C:24]2[CH:29]=[C:28]([CH2:30][O:31][CH3:32])[CH:27]=[CH:26][C:25]=2[O:33][C:34]([F:36])([F:35])[F:37])=[O:21])[N:15]([C:38]2[CH:39]=[CH:40][CH:41]=[CH:42][CH:43]=2)[N:14]=1. The reactants are [CH2:1]([O:8][CH2:9][C@@H:10]([NH:44]C(=O)OC(C)(C)C)[CH2:11][O:12][C:13]1[C:17]([CH3:18])=[C:16]([NH:19][C:20]([NH:22][CH2:23][C:24]2[CH:29]=[C:28]([CH2:30][O:31][CH3:32])[CH:27]=[CH:26][C:25]=2[O:33][C:34]([F:37])([F:36])[F:35])=[O:21])[N:15]([C:38]2[CH:43]=[CH:42][CH:41]=[CH:40][CH:39]=2)[N:14]=1)[C:2]1[CH:7]=[CH:6][CH:5]=[CH:4][CH:3]=1.[ClH:52].CC(O)C. No catalyst specified. The yield is 1.00. (3) The reactants are ClC(Cl)(Cl)[C:3]([C:5]1[NH:6][CH:7]=[C:8]([Cl:10])[CH:9]=1)=[O:4].[NH4+:13]. The catalyst is C1COCC1. The product is [Cl:10][C:8]1[CH:9]=[C:5]([C:3]([NH2:13])=[O:4])[NH:6][CH:7]=1. The yield is 0.920. (4) The catalyst is [Cu]I. The reactants are [CH2:1]([O:3][C:4]1[CH:26]=[CH:25][C:7]([C:8]([NH:10][CH2:11][CH2:12][NH:13][C:14]([C:16]2[C:17]([C:21]([F:24])([F:23])[F:22])=[N:18][NH:19][CH:20]=2)=[O:15])=[O:9])=[CH:6][CH:5]=1)[CH3:2].CN[C@@H]1CCCC[C@H]1NC.C(=O)([O-])[O-].[K+].[K+].Br[C:44]1[N:49]=[CH:48][CH:47]=[CH:46][N:45]=1. The yield is 0.830. The product is [CH2:1]([O:3][C:4]1[CH:5]=[CH:6][C:7]([C:8]([NH:10][CH2:11][CH2:12][NH:13][C:14]([C:16]2[C:17]([C:21]([F:22])([F:23])[F:24])=[N:18][N:19]([C:44]3[N:49]=[CH:48][CH:47]=[CH:46][N:45]=3)[CH:20]=2)=[O:15])=[O:9])=[CH:25][CH:26]=1)[CH3:2]. (5) The reactants are [F:8][C:7]([F:10])([F:9])[C:6](O[C:6](=[O:11])[C:7]([F:10])([F:9])[F:8])=[O:11].[CH3:14][N:15]1[C:23]2([CH2:28][CH2:27][N:26]([C:29]([O:31][C:32]([CH3:35])([CH3:34])[CH3:33])=[O:30])[CH2:25][CH2:24]2)[C:19]2=[CH:20][CH:21]=[CH:22][N:18]2[CH2:17][CH2:16]1.N1C=CC=CC=1. The catalyst is C(Cl)Cl. The product is [CH3:14][N:15]1[C:23]2([CH2:24][CH2:25][N:26]([C:29]([O:31][C:32]([CH3:35])([CH3:34])[CH3:33])=[O:30])[CH2:27][CH2:28]2)[C:19]2=[CH:20][CH:21]=[C:22]([C:6](=[O:11])[C:7]([F:8])([F:9])[F:10])[N:18]2[CH2:17][CH2:16]1. The yield is 0.940. (6) The reactants are [C:1]([C:3]1[CH:4]=[C:5]2[C:10](=[CH:11][C:12]=1[O:13][C:14]1[CH:19]=[CH:18][C:17]([C:20](=[O:32])[NH:21][C:22]3[CH:27]=[CH:26][CH:25]=[C:24]([C:28]([F:31])([F:30])[F:29])[CH:23]=3)=[CH:16][CH:15]=1)[O:9][CH2:8][CH2:7][CH:6]2[C:33]([O:35]C)=[O:34])#[N:2].[OH-].[Na+]. The catalyst is C1COCC1.CO. The product is [C:1]([C:3]1[CH:4]=[C:5]2[C:10](=[CH:11][C:12]=1[O:13][C:14]1[CH:15]=[CH:16][C:17]([C:20](=[O:32])[NH:21][C:22]3[CH:27]=[CH:26][CH:25]=[C:24]([C:28]([F:31])([F:30])[F:29])[CH:23]=3)=[CH:18][CH:19]=1)[O:9][CH2:8][CH2:7][CH:6]2[C:33]([OH:35])=[O:34])#[N:2]. The yield is 0.542. (7) The reactants are [F:1][C:2]1[CH:3]=[CH:4][C:5]([O:9][CH3:10])=[C:6]([CH:8]=1)[NH2:7].Br.Br[CH:13]([C:15]1[CH:16]=[C:17]([C:32]([N:34]([CH3:36])[CH3:35])=[O:33])[CH:18]=[C:19]2[C:24]=1[O:23][C:22]([N:25]1[CH2:30][CH2:29][O:28][CH2:27][CH2:26]1)=[CH:21][C:20]2=[O:31])[CH3:14]. No catalyst specified. The product is [F:1][C:2]1[CH:3]=[CH:4][C:5]([O:9][CH3:10])=[C:6]([NH:7][CH:13]([C:15]2[CH:16]=[C:17]([C:32]([N:34]([CH3:36])[CH3:35])=[O:33])[CH:18]=[C:19]3[C:24]=2[O:23][C:22]([N:25]2[CH2:30][CH2:29][O:28][CH2:27][CH2:26]2)=[CH:21][C:20]3=[O:31])[CH3:14])[CH:8]=1. The yield is 0.560. (8) The reactants are [H-].[Na+].[OH:3][C:4]1[CH:13]=[CH:12][CH:11]=[C:10]2[C:5]=1[CH:6]=[CH:7][N:8]=[CH:9]2.Br[CH2:15][CH2:16][CH3:17]. The catalyst is CN(C=O)C.O. The product is [CH2:15]([O:3][C:4]1[CH:13]=[CH:12][CH:11]=[C:10]2[C:5]=1[CH:6]=[CH:7][N:8]=[CH:9]2)[CH2:16][CH3:17]. The yield is 0.830. (9) The reactants are C1(P(C2C=CC=CC=2)C2C=CC=CC=2)C=CC=CC=1.BrN1C(=O)CCC1=O.[Cl:28][C:29]1[CH:30]=[C:31](/[C:44](=[CH:48]\[CH:49]2[CH2:54][CH2:53][CH2:52][CH2:51][CH2:50]2)/[C:45](O)=[O:46])[CH:32]=[CH:33][C:34]=1[N:35]1[C:39]([C:40]([F:43])([F:42])[F:41])=[N:38][N:37]=[N:36]1.[NH2:55][C:56]1[S:57][CH:58]=[CH:59][N:60]=1. The catalyst is C(Cl)Cl. The product is [Cl:28][C:29]1[CH:30]=[C:31](/[C:44](=[CH:48]\[CH:49]2[CH2:54][CH2:53][CH2:52][CH2:51][CH2:50]2)/[C:45]([NH:55][C:56]2[S:57][CH:58]=[CH:59][N:60]=2)=[O:46])[CH:32]=[CH:33][C:34]=1[N:35]1[C:39]([C:40]([F:43])([F:42])[F:41])=[N:38][N:37]=[N:36]1. The yield is 0.110.